From a dataset of Full USPTO retrosynthesis dataset with 1.9M reactions from patents (1976-2016). Predict the reactants needed to synthesize the given product. (1) Given the product [Cl:16][C:17]1[CH:22]=[CH:21][C:20]([C@H:23]([NH:28][C:2]2[C:3]3[N:11]=[CH:10][CH:9]=[C:8]([C:12]([NH2:14])=[O:13])[C:4]=3[N:5]=[CH:6][N:7]=2)[CH2:24][N:25]([CH3:27])[CH3:26])=[CH:19][C:18]=1[F:29], predict the reactants needed to synthesize it. The reactants are: O[C:2]1[C:3]2[N:11]=[CH:10][CH:9]=[C:8]([C:12]([NH2:14])=[O:13])[C:4]=2[N:5]=[CH:6][N:7]=1.Cl.[Cl:16][C:17]1[CH:22]=[CH:21][C:20]([C@H:23]([NH2:28])[CH2:24][N:25]([CH3:27])[CH3:26])=[CH:19][C:18]=1[F:29]. (2) Given the product [Cl:18][C:15]1[CH:16]=[CH:17][C:12]([C:4]2[C:5]3[N:6]([C:8](=[O:11])[NH:9][N:10]=3)[NH:7][C:2](=[O:29])[C:3]=2[C:19]2[CH:24]=[CH:23][N:22]=[CH:21][CH:20]=2)=[CH:13][CH:14]=1, predict the reactants needed to synthesize it. The reactants are: Cl[C:2]1[C:3]([C:19]2[CH:24]=[CH:23][N:22]=[CH:21][CH:20]=2)=[C:4]([C:12]2[CH:17]=[CH:16][C:15]([Cl:18])=[CH:14][CH:13]=2)[C:5]2[N:6]([C:8](=[O:11])[NH:9][N:10]=2)[N:7]=1.C[Si]([O:29][Si](C)(C)C)(C)C.[K].[Si](O[K])(C)(C)C. (3) Given the product [C:1]([C:5]1[C:6]([OH:15])=[C:7]([C:11]([CH3:14])=[C:12]([S:30][C:27]2[CH:28]=[CH:29][C:24]([O:23][CH3:22])=[CH:25][CH:26]=2)[CH:13]=1)[C:8]([OH:10])=[O:9])([CH3:4])([CH3:3])[CH3:2], predict the reactants needed to synthesize it. The reactants are: [C:1]([C:5]1[C:6]([OH:15])=[C:7]([C:11]([CH3:14])=[CH:12][CH:13]=1)[C:8]([OH:10])=[O:9])([CH3:4])([CH3:3])[CH3:2].N1C=CC=CC=1.[CH3:22][O:23][C:24]1[CH:29]=[CH:28][C:27]([S:30]Cl)=[CH:26][CH:25]=1. (4) Given the product [CH3:1][C:2]1[C:10]2[N:9]=[C:8]([C:11]3[C:23]4[C:22]5[C:17](=[CH:18][CH:19]=[CH:20][CH:21]=5)[CH:16]([NH2:24])[C:15]=4[CH:14]=[CH:13][CH:12]=3)[NH:7][C:6]=2[CH:5]=[CH:4][CH:3]=1, predict the reactants needed to synthesize it. The reactants are: [CH3:1][C:2]1[C:10]2[N:9]=[C:8]([C:11]3[C:23]4[C:22]5[C:17](=[CH:18][CH:19]=[CH:20][CH:21]=5)[C:16](=[N:24]O)[C:15]=4[CH:14]=[CH:13][CH:12]=3)[NH:7][C:6]=2[CH:5]=[CH:4][CH:3]=1. (5) Given the product [CH2:1]([O:19][C:20]1[CH:25]=[C:24]([CH2:26][SH:27])[CH:23]=[C:22]([CH2:30][SH:31])[CH:21]=1)[CH2:2][CH2:3][CH2:4][CH2:5][CH2:6][CH2:7][CH2:8][CH2:9][CH2:10][CH2:11][CH2:12][CH2:13][CH2:14][CH2:15][CH2:16][CH2:17][CH3:18], predict the reactants needed to synthesize it. The reactants are: [CH2:1]([O:19][C:20]1[CH:25]=[C:24]([CH2:26][S:27]C#N)[CH:23]=[C:22]([CH2:30][S:31]C#N)[CH:21]=1)[CH2:2][CH2:3][CH2:4][CH2:5][CH2:6][CH2:7][CH2:8][CH2:9][CH2:10][CH2:11][CH2:12][CH2:13][CH2:14][CH2:15][CH2:16][CH2:17][CH3:18].[H-].[H-].[H-].[H-].[Li+].[Al+3]. (6) Given the product [C:14]([O:13][C:11]([N:6]1[CH2:7][CH2:8][C@@H:9]([OH:10])[C@H:4]([F:3])[CH2:5]1)=[O:12])([CH3:17])([CH3:15])[CH3:16], predict the reactants needed to synthesize it. The reactants are: [BH4-].[Na+].[F:3][CH:4]1[C:9](=[O:10])[CH2:8][CH2:7][N:6]([C:11]([O:13][C:14]([CH3:17])([CH3:16])[CH3:15])=[O:12])[CH2:5]1.